This data is from Full USPTO retrosynthesis dataset with 1.9M reactions from patents (1976-2016). The task is: Predict the reactants needed to synthesize the given product. (1) Given the product [Cl:1][C:2]1[CH:3]=[CH:4][C:5]([C:8]2[N:12]([C:13]3[CH:18]=[CH:17][C:16]([Cl:19])=[CH:15][C:14]=3[Cl:20])[N:11]=[C:10]([C:21]3[N:30]([CH3:31])[C:25]([CH3:29])([CH3:24])[C:26](=[O:27])[N:28]=3)[CH:9]=2)=[CH:6][CH:7]=1, predict the reactants needed to synthesize it. The reactants are: [Cl:1][C:2]1[CH:7]=[CH:6][C:5]([C:8]2[N:12]([C:13]3[CH:18]=[CH:17][C:16]([Cl:19])=[CH:15][C:14]=3[Cl:20])[N:11]=[C:10]([C:21](O)=O)[CH:9]=2)=[CH:4][CH:3]=1.[CH3:24][C:25]([NH:30][CH3:31])([CH3:29])[C:26]([NH2:28])=[O:27]. (2) Given the product [Br-:25].[C:19]1([C:12]2([C:10]([O:9][C@@H:3]3[CH:4]4[CH2:7][CH2:8][N+:1]([CH2:26][CH2:27][CH2:28][NH:29][C:30]([C:32]5[CH:37]=[CH:36][CH:35]=[CH:34][N:33]=5)=[O:31])([CH2:6][CH2:5]4)[CH2:2]3)=[O:11])[CH2:18][CH2:17][CH2:16][CH2:15][CH2:14][CH2:13]2)[CH:20]=[CH:21][CH:22]=[CH:23][CH:24]=1, predict the reactants needed to synthesize it. The reactants are: [N:1]12[CH2:8][CH2:7][CH:4]([CH2:5][CH2:6]1)[C@@H:3]([O:9][C:10]([C:12]1([C:19]3[CH:24]=[CH:23][CH:22]=[CH:21][CH:20]=3)[CH2:18][CH2:17][CH2:16][CH2:15][CH2:14][CH2:13]1)=[O:11])[CH2:2]2.[Br:25][CH2:26][CH2:27][CH2:28][NH:29][C:30]([C:32]1[CH:37]=[CH:36][CH:35]=[CH:34][N:33]=1)=[O:31].